This data is from Forward reaction prediction with 1.9M reactions from USPTO patents (1976-2016). The task is: Predict the product of the given reaction. (1) Given the reactants [CH:1]1[C:10]2[C:5](=[CH:6][CH:7]=[CH:8][CH:9]=2)[CH:4]=[CH:3][N:2]=1.[Al+3].[Cl-].[Cl-].[Cl-].[Br:15]Br.[OH-].[Na+].[Al].O=[Al-]=O.[Na+], predict the reaction product. The product is: [Br:15][C:6]1[CH:7]=[CH:8][CH:9]=[C:10]2[C:5]=1[CH:4]=[CH:3][N:2]=[CH:1]2. (2) Given the reactants C(O[C:4]([C:6]1[C:7](=[O:24])[N:8]([CH2:19][CH2:20][CH:21]([CH3:23])[CH3:22])[N:9]=[C:10]([N:13]2[CH2:18][CH2:17][O:16][CH2:15][CH2:14]2)[C:11]=1[OH:12])=O)C.[NH2:25][C:26]1[CH:31]=[CH:30][C:29]([I:32])=[CH:28][C:27]=1[S:33]([NH2:36])(=[O:35])=[O:34], predict the reaction product. The product is: [OH:12][C:11]1[C:10]([N:13]2[CH2:14][CH2:15][O:16][CH2:17][CH2:18]2)=[N:9][N:8]([CH2:19][CH2:20][CH:21]([CH3:22])[CH3:23])[C:7](=[O:24])[C:6]=1[C:4]1[NH:36][S:33](=[O:35])(=[O:34])[C:27]2[CH:28]=[C:29]([I:32])[CH:30]=[CH:31][C:26]=2[N:25]=1. (3) Given the reactants [CH3:1][O:2][C:3](=[O:22])[CH:4]([C:14]1[CH:19]=[CH:18][C:17]([O:20][CH3:21])=[CH:16][CH:15]=1)[CH2:5][C:6]1[C:7]([Cl:13])=[N:8][C:9](Cl)=[N:10][CH:11]=1.[NH2:23][C:24]1[CH:29]=[CH:28][CH:27]=[CH:26][CH:25]=1.C(N(CC)C(C)C)(C)C, predict the reaction product. The product is: [CH3:1][O:2][C:3](=[O:22])[CH:4]([C:14]1[CH:19]=[CH:18][C:17]([O:20][CH3:21])=[CH:16][CH:15]=1)[CH2:5][C:6]1[C:7]([Cl:13])=[N:8][C:9]([NH:23][C:24]2[CH:29]=[CH:28][CH:27]=[CH:26][CH:25]=2)=[N:10][CH:11]=1. (4) Given the reactants [CH3:1][C:2]1[CH:3]=[CH:4][C:5]2[NH:9][C:8](=[O:10])[N:7]([CH:11]3[CH2:16][CH2:15][N:14]([C:17]4([CH3:22])[CH2:21][CH2:20][NH:19][CH2:18]4)[CH2:13][CH2:12]3)[C:6]=2[CH:23]=1.[C:24](Cl)(=[O:28])[O:25][CH2:26][CH3:27], predict the reaction product. The product is: [CH3:22][C:17]1([N:14]2[CH2:13][CH2:12][CH:11]([N:7]3[C:6]4[CH:23]=[C:2]([CH3:1])[CH:3]=[CH:4][C:5]=4[NH:9][C:8]3=[O:10])[CH2:16][CH2:15]2)[CH2:21][CH2:20][N:19]([C:24]([O:25][CH2:26][CH3:27])=[O:28])[CH2:18]1. (5) The product is: [CH3:1][O:2][C:3](=[O:26])[C:4]1[CH:9]=[C:8]([N:10]2[CH:14]=[C:13]([C:15]([F:16])([F:17])[F:18])[N:12]=[CH:11]2)[C:7]([C:19]([F:20])([F:21])[F:22])=[CH:6][C:5]=1[NH2:23]. Given the reactants [CH3:1][O:2][C:3](=[O:26])[C:4]1[CH:9]=[C:8]([N:10]2[CH:14]=[C:13]([C:15]([F:18])([F:17])[F:16])[N:12]=[CH:11]2)[C:7]([C:19]([F:22])([F:21])[F:20])=[CH:6][C:5]=1[N+:23]([O-])=O, predict the reaction product.